This data is from Aqueous solubility values for 9,982 compounds from the AqSolDB database. The task is: Regression/Classification. Given a drug SMILES string, predict its absorption, distribution, metabolism, or excretion properties. Task type varies by dataset: regression for continuous measurements (e.g., permeability, clearance, half-life) or binary classification for categorical outcomes (e.g., BBB penetration, CYP inhibition). For this dataset (solubility_aqsoldb), we predict Y. (1) The drug is O=C1CCCCCCCCCCCCCCN1. The Y is -2.87 log mol/L. (2) The drug is Nc1ccccc1O. The Y is -0.737 log mol/L. (3) The drug is C=Cc1ccccc1. The Y is -2.56 log mol/L. (4) The molecule is O=C(O)C1CCC(=O)N1CN1C(=O)CCC1C(=O)O. The Y is -1.31 log mol/L. (5) The drug is Clc1ccc(Oc2c(Cl)c(Cl)cc(Cl)c2Cl)cc1. The Y is -7.76 log mol/L. (6) The molecule is Cc1ccccc1-n1c(C)nc2ccccc2c1=O. The Y is -2.92 log mol/L.